Dataset: Catalyst prediction with 721,799 reactions and 888 catalyst types from USPTO. Task: Predict which catalyst facilitates the given reaction. (1) Reactant: [C:1](OC(=O)C)(=[O:3])[CH3:2].[C:8]([O:12][C:13]([N:15]1[C@@H:20]([CH:21]([OH:36])[CH:22]([NH2:35])[CH2:23][C:24]2[CH:29]=[C:28]([O:30][CH2:31][CH2:32][CH3:33])[CH:27]=[C:26]([F:34])[CH:25]=2)[CH2:19][O:18][C@@H:17]([O:37][CH2:38][C:39]([CH3:42])([CH3:41])[CH3:40])[C@@H:16]1[CH3:43])=[O:14])([CH3:11])([CH3:10])[CH3:9].C(N(CC)CC)C. Product: [C:8]([O:12][C:13]([N:15]1[C@@H:20]([C@@H:21]([OH:36])[C@@H:22]([NH:35][C:1](=[O:3])[CH3:2])[CH2:23][C:24]2[CH:29]=[C:28]([O:30][CH2:31][CH2:32][CH3:33])[CH:27]=[C:26]([F:34])[CH:25]=2)[CH2:19][O:18][C@@H:17]([O:37][CH2:38][C:39]([CH3:41])([CH3:40])[CH3:42])[C@@H:16]1[CH3:43])=[O:14])([CH3:11])([CH3:9])[CH3:10]. The catalyst class is: 54. (2) Reactant: [F:1][C:2]1[C:9]([O:10][CH3:11])=[CH:8][CH:7]=[CH:6][C:3]=1[CH:4]=O.S(O)(O)(=O)=O.[C:17]([S:20][CH3:21])(=[NH:19])[NH2:18].[CH3:21][S:20][C:17](=[NH:19])[NH2:18].[C:27]([CH2:29][C:30](OCC)=[O:31])#[N:28].C(=O)([O-])[O-].[K+].[K+]. Product: [F:1][C:2]1[C:9]([O:10][CH3:11])=[CH:8][CH:7]=[CH:6][C:3]=1[C:4]1[C:29]([C:27]#[N:28])=[C:30]([OH:31])[N:18]=[C:17]([S:20][CH3:21])[N:19]=1. The catalyst class is: 14. (3) Reactant: [NH2:1][C:2]1[N:7]=[CH:6][N:5]=[C:4]2[N:8]([CH2:25][C@H:26]3[CH2:30][CH2:29][CH2:28][N:27]3[C:31](=[O:35])[CH2:32][C:33]#[N:34])[N:9]=[C:10]([C:11]3[CH:16]=[CH:15][C:14]([O:17][C:18]4[CH:23]=[CH:22][CH:21]=[CH:20][CH:19]=4)=[CH:13][C:12]=3[F:24])[C:3]=12.[CH:36]([C@@H:38]1[CH2:42][CH2:41][CH2:40][N:39]1[C:43]([O:45][C:46]([CH3:49])([CH3:48])[CH3:47])=[O:44])=O.N1CCCCC1. Product: [NH2:1][C:2]1[N:7]=[CH:6][N:5]=[C:4]2[N:8]([CH2:25][C@H:26]3[CH2:30][CH2:29][CH2:28][N:27]3[C:31](=[O:35])[C:32]([C:33]#[N:34])=[CH:36][C@@H:38]3[CH2:42][CH2:41][CH2:40][N:39]3[C:43]([O:45][C:46]([CH3:47])([CH3:49])[CH3:48])=[O:44])[N:9]=[C:10]([C:11]3[CH:16]=[CH:15][C:14]([O:17][C:18]4[CH:19]=[CH:20][CH:21]=[CH:22][CH:23]=4)=[CH:13][C:12]=3[F:24])[C:3]=12. The catalyst class is: 8. (4) Reactant: [C:1](=O)([O-])[O-].[K+].[K+].[CH2:7]([O:14][C:15]1[C:16]([Br:28])=[CH:17][C:18]2[C:23](=[O:24])[O:22][C:21]([CH3:26])(C)[O:20][C:19]=2[CH:27]=1)[C:8]1[CH:13]=[CH:12][CH:11]=[CH:10][CH:9]=1. Product: [CH2:7]([O:14][C:15]1[C:16]([Br:28])=[CH:17][C:18]([C:23]([O:22][CH3:1])=[O:24])=[C:19]([O:20][CH2:21][CH3:26])[CH:27]=1)[C:8]1[CH:9]=[CH:10][CH:11]=[CH:12][CH:13]=1. The catalyst class is: 5. (5) Reactant: [CH2:1]([NH:4][C:5]1[S:6][CH:7]=[C:8]([C:10]2[CH:15]=[CH:14][C:13]([C:16]([F:19])([F:18])[F:17])=[CH:12][CH:11]=2)[N:9]=1)[CH2:2][CH3:3].[H-].[Na+].Cl[CH2:23][C:24]1[CH:45]=[CH:44][C:27]([CH2:28][O:29][C:30]2[CH:35]=[CH:34][C:33]([CH2:36][CH2:37][C:38]([O:40][CH2:41][CH3:42])=[O:39])=[C:32]([F:43])[CH:31]=2)=[CH:26][CH:25]=1.Cl. Product: [F:43][C:32]1[CH:31]=[C:30]([O:29][CH2:28][C:27]2[CH:44]=[CH:45][C:24]([CH2:23][N:4]([CH2:1][CH2:2][CH3:3])[C:5]3[S:6][CH:7]=[C:8]([C:10]4[CH:11]=[CH:12][C:13]([C:16]([F:19])([F:17])[F:18])=[CH:14][CH:15]=4)[N:9]=3)=[CH:25][CH:26]=2)[CH:35]=[CH:34][C:33]=1[CH2:36][CH2:37][C:38]([O:40][CH2:41][CH3:42])=[O:39]. The catalyst class is: 9.